The task is: Predict which catalyst facilitates the given reaction.. This data is from Catalyst prediction with 721,799 reactions and 888 catalyst types from USPTO. (1) Reactant: [F:1][C:2]1[CH:3]=[C:4]([CH:39]=[CH:40][C:41]=1[F:42])[CH2:5][N:6]1[CH2:38][CH2:37][C:9]2([N:18]([C:19]3[CH:24]=[CH:23][C:22]([O:25][CH3:26])=[CH:21][CH:20]=3)[C:17](=[O:27])[C:16]3[C:11](=[CH:12][C:13](B4OC(C)(C)C(C)(C)O4)=[CH:14][CH:15]=3)[NH:10]2)[CH2:8][CH2:7]1.Br[C:44]1[CH:45]=[N:46][CH:47]=[CH:48][CH:49]=1.C(Cl)Cl.O. Product: [F:1][C:2]1[CH:3]=[C:4]([CH:39]=[CH:40][C:41]=1[F:42])[CH2:5][N:6]1[CH2:38][CH2:37][C:9]2([N:18]([C:19]3[CH:24]=[CH:23][C:22]([O:25][CH3:26])=[CH:21][CH:20]=3)[C:17](=[O:27])[C:16]3[C:11](=[CH:12][C:13]([C:44]4[CH:45]=[N:46][CH:47]=[CH:48][CH:49]=4)=[CH:14][CH:15]=3)[NH:10]2)[CH2:8][CH2:7]1. The catalyst class is: 294. (2) Reactant: [F:1][C:2]([F:14])([F:13])[C:3]1[CH:8]=[CH:7][CH:6]=[CH:5][C:4]=1[NH:9][C:10]([NH2:12])=[S:11].Br[CH2:16][C:17]([C:19]1[CH:24]=[CH:23][CH:22]=[C:21]([N+:25]([O-:27])=[O:26])[CH:20]=1)=O. Product: [N+:25]([C:21]1[CH:20]=[C:19]([C:17]2[N:12]=[C:10]([NH:9][C:4]3[CH:5]=[CH:6][CH:7]=[CH:8][C:3]=3[C:2]([F:13])([F:1])[F:14])[S:11][CH:16]=2)[CH:24]=[CH:23][CH:22]=1)([O-:27])=[O:26]. The catalyst class is: 1. (3) Reactant: [Br:1][C:2]1[CH:7]=[CH:6][C:5]([C:8](=[O:13])[C:9]([F:12])([F:11])[F:10])=[C:4]([CH3:14])[CH:3]=1.[BH4-].[Na+]. Product: [Br:1][C:2]1[CH:7]=[CH:6][C:5]([CH:8]([OH:13])[C:9]([F:11])([F:12])[F:10])=[C:4]([CH3:14])[CH:3]=1. The catalyst class is: 1. (4) Reactant: [C:1]1([CH:7]2[CH2:24][O:23][C:10]3([CH2:15][CH2:14][N:13]([C:16]([O:18][C:19]([CH3:22])([CH3:21])[CH3:20])=[O:17])[CH2:12][CH2:11]3)[CH2:9][NH:8]2)[CH:6]=[CH:5][CH:4]=[CH:3][CH:2]=1.[CH:25](=O)[CH3:26].C([BH3-])#N.[Na+]. Product: [CH2:25]([N:8]1[CH:7]([C:1]2[CH:2]=[CH:3][CH:4]=[CH:5][CH:6]=2)[CH2:24][O:23][C:10]2([CH2:11][CH2:12][N:13]([C:16]([O:18][C:19]([CH3:20])([CH3:21])[CH3:22])=[O:17])[CH2:14][CH2:15]2)[CH2:9]1)[CH3:26]. The catalyst class is: 8. (5) Reactant: [ClH:1].[OH:2][NH:3][C:4]([C:6]1([S:12]([C:15]2[CH:20]=[CH:19][C:18]([C:21]3[CH:26]=[N:25][C:24]([CH2:27][CH2:28][C:29]([F:35])([F:34])[C:30](F)(F)F)=[CH:23][N:22]=3)=[CH:17][CH:16]=2)(=[O:14])=[O:13])[CH2:11][CH2:10][O:9][CH2:8][CH2:7]1)=[O:5].I.ICCC(=O)C.COCCN(S(F)(F)F)CCOC.C([O-])(O)=O.[Na+]. Product: [ClH:1].[F:35][C:29]([F:34])([CH3:30])[CH2:28][CH2:27][C:24]1[N:25]=[CH:26][C:21]([C:18]2[CH:19]=[CH:20][C:15]([S:12]([C:6]3([C:4]([NH:3][OH:2])=[O:5])[CH2:7][CH2:8][O:9][CH2:10][CH2:11]3)(=[O:14])=[O:13])=[CH:16][CH:17]=2)=[N:22][CH:23]=1. The catalyst class is: 412.